Dataset: Full USPTO retrosynthesis dataset with 1.9M reactions from patents (1976-2016). Task: Predict the reactants needed to synthesize the given product. Given the product [CH2:1]([O:3][C:4]([C:6]1[C:15]([Cl:21])=[N:14][C:13]2[C:8](=[CH:9][CH:10]=[C:11]([O:17][CH3:18])[CH:12]=2)[N:7]=1)=[O:5])[CH3:2], predict the reactants needed to synthesize it. The reactants are: [CH2:1]([O:3][C:4]([C:6]1[C:15](=O)[NH:14][C:13]2[C:8](=[CH:9][CH:10]=[C:11]([O:17][CH3:18])[CH:12]=2)[N:7]=1)=[O:5])[CH3:2].O=P(Cl)(Cl)[Cl:21].